Dataset: Reaction yield outcomes from USPTO patents with 853,638 reactions. Task: Predict the reaction yield, written as a fraction of the theoretical maximum amount of product (1.0 means a 100% yield; for example, 0.34 means a 34% yield). (1) The reactants are N[C:2]1[CH:3]=[CH:4][C:5]([CH3:13])=[C:6]([CH:12]=1)[C:7]([O:9][CH2:10][CH3:11])=[O:8].N([O-])=[O:15].[Na+]. The catalyst is S(=O)(=O)(O)O.O.C(OCC)(=O)C. The product is [OH:15][C:2]1[CH:3]=[CH:4][C:5]([CH3:13])=[C:6]([CH:12]=1)[C:7]([O:9][CH2:10][CH3:11])=[O:8]. The yield is 0.860. (2) The reactants are [CH3:1][O:2][C:3]([C@@H:5]1[CH2:10][CH2:9][CH2:8][C@H:7]([C:11]([OH:13])=O)[CH2:6]1)=[O:4].C1C=CC2N(O)N=[N:20][C:18]=2C=1.C(Cl)CCl.C(N(CC)CC)C. The catalyst is C(Cl)Cl. The product is [CH3:18][NH:20][C:11]([CH:7]1[CH2:8][CH2:9][CH2:10][CH:5]([C:3]([O:2][CH3:1])=[O:4])[CH2:6]1)=[O:13]. The yield is 0.860. (3) The reactants are [C:1]([O-:4])(=[S:3])[CH3:2].[K+].Br[CH2:7][CH2:8][CH2:9][CH2:10][CH3:11]. No catalyst specified. The product is [CH2:7]([O:4][C:1](=[S:3])[CH3:2])[CH2:8][CH2:9][CH2:10][CH3:11]. The yield is 0.390. (4) The reactants are Cl[C:2]1[N:7]=[C:6]([CH:8]([CH:11]2[N:15]([CH2:16][CH3:17])[C:14]3[CH:18]=[CH:19][CH:20]=[CH:21][C:13]=3[NH:12]2)[C:9]#[N:10])[C:5]([CH3:22])=[CH:4][N:3]=1.[NH2:23][CH2:24][CH2:25][C:26]1[CH:27]=[N:28][CH:29]=[CH:30][CH:31]=1. No catalyst specified. The product is [CH2:16]([N:15]1[C:14]2[CH:18]=[CH:19][CH:20]=[CH:21][C:13]=2[N:12]=[C:11]1[CH:8]([C:6]1[C:5]([CH3:22])=[CH:4][N:3]=[C:2]([NH:23][CH2:24][CH2:25][C:26]2[CH:27]=[N:28][CH:29]=[CH:30][CH:31]=2)[N:7]=1)[C:9]#[N:10])[CH3:17]. The yield is 0.690. (5) The reactants are [CH3:1][O:2][C:3]([C:5]1[S:6][C:7]([C:27]2[CH:32]=[CH:31][CH:30]=[CH:29][CH:28]=2)=[CH:8][C:9]=1[NH:10][CH2:11][C:12]1[O:13][C:14]([C:17]2[CH:22]=[CH:21][CH:20]=[C:19]([C:23]([F:26])([F:25])[F:24])[CH:18]=2)=[CH:15][CH:16]=1)=[O:4].[Cl:33][C:34]1[CH:42]=[C:41]([Cl:43])[CH:40]=[CH:39][C:35]=1[C:36](Cl)=[O:37]. The catalyst is ClCCl.C([O-])(O)=O.[Na+]. The product is [CH3:1][O:2][C:3]([C:5]1[S:6][C:7]([C:27]2[CH:32]=[CH:31][CH:30]=[CH:29][CH:28]=2)=[CH:8][C:9]=1[N:10]([C:36](=[O:37])[C:35]1[CH:39]=[CH:40][C:41]([Cl:43])=[CH:42][C:34]=1[Cl:33])[CH2:11][C:12]1[O:13][C:14]([C:17]2[CH:22]=[CH:21][CH:20]=[C:19]([C:23]([F:25])([F:24])[F:26])[CH:18]=2)=[CH:15][CH:16]=1)=[O:4]. The yield is 0.780. (6) The reactants are [Cl:1][CH2:2][C:3]1[NH:12][C:11](=O)[C:10]2[C:5](=[CH:6][CH:7]=[CH:8][CH:9]=2)[N:4]=1.CCN(C(C)C)C(C)C.O=P(Cl)(Cl)[Cl:25]. The catalyst is C1(C)C=CC=CC=1. The product is [Cl:25][C:11]1[C:10]2[C:5](=[CH:6][CH:7]=[CH:8][CH:9]=2)[N:4]=[C:3]([CH2:2][Cl:1])[N:12]=1. The yield is 0.690. (7) The reactants are [CH3:1][O:2][C:3](=[O:24])[C:4]([CH3:23])([CH3:22])[CH2:5][C:6]1[CH:11]=[C:10]([CH3:12])[C:9]([O:13]CC2C=CC=CC=2)=[CH:8][C:7]=1[CH3:21].[H][H]. The catalyst is C(O)C.[Pd]. The product is [CH3:1][O:2][C:3](=[O:24])[C:4]([CH3:22])([CH3:23])[CH2:5][C:6]1[CH:11]=[C:10]([CH3:12])[C:9]([OH:13])=[CH:8][C:7]=1[CH3:21]. The yield is 0.340. (8) The reactants are [F:1][C:2]1[CH:7]=[C:6](/[N:8]=[CH:9]/[C:10]2[O:11][C:12]([N+:15]([O-:17])=[O:16])=[CH:13][CH:14]=2)[CH:5]=[CH:4][C:3]=1[N:18]1[CH2:23][CH2:22][CH:21]([C:24]2[O:28][C:27](=[O:29])[NH:26][N:25]=2)[CH2:20][CH2:19]1.C([BH3-])#N.[Na+].C(=O)(O)[O-].[Na+]. The catalyst is CC(O)=O.CO. The product is [F:1][C:2]1[CH:7]=[C:6]([NH:8][CH2:9][C:10]2[O:11][C:12]([N+:15]([O-:17])=[O:16])=[CH:13][CH:14]=2)[CH:5]=[CH:4][C:3]=1[N:18]1[CH2:19][CH2:20][CH:21]([C:24]2[O:28][C:27](=[O:29])[NH:26][N:25]=2)[CH2:22][CH2:23]1. The yield is 0.810.